This data is from NCI-60 drug combinations with 297,098 pairs across 59 cell lines. The task is: Regression. Given two drug SMILES strings and cell line genomic features, predict the synergy score measuring deviation from expected non-interaction effect. Drug 1: COC1=C(C=C2C(=C1)N=CN=C2NC3=CC(=C(C=C3)F)Cl)OCCCN4CCOCC4. Drug 2: C1=NC2=C(N1)C(=S)N=C(N2)N. Cell line: SK-MEL-28. Synergy scores: CSS=12.3, Synergy_ZIP=-6.28, Synergy_Bliss=-3.52, Synergy_Loewe=-2.52, Synergy_HSA=-1.17.